From a dataset of Peptide-MHC class I binding affinity with 185,985 pairs from IEDB/IMGT. Regression. Given a peptide amino acid sequence and an MHC pseudo amino acid sequence, predict their binding affinity value. This is MHC class I binding data. (1) The peptide sequence is DRNPYENI. The MHC is H-2-Kb with pseudo-sequence H-2-Kb. The binding affinity (normalized) is 0.0735. (2) The binding affinity (normalized) is 0.255. The MHC is HLA-A33:01 with pseudo-sequence HLA-A33:01. The peptide sequence is KVAGFAKFLK. (3) The MHC is BoLA-D18.4 with pseudo-sequence BoLA-D18.4. The binding affinity (normalized) is 0.433. The peptide sequence is RMVIGGVAL. (4) The binding affinity (normalized) is 0.0847. The peptide sequence is GHMMVIFRL. The MHC is HLA-A02:03 with pseudo-sequence HLA-A02:03.